Dataset: Reaction yield outcomes from USPTO patents with 853,638 reactions. Task: Predict the reaction yield, written as a fraction of the theoretical maximum amount of product (1.0 means a 100% yield; for example, 0.34 means a 34% yield). (1) The reactants are [CH3:1][O:2][CH2:3][CH2:4][O:5][C:6]1[CH:7]=[C:8]2[C:12](=[C:13]([NH:15][S:16]([C:19]3[CH:24]=[CH:23][CH:22]=[CH:21][N:20]=3)(=[O:18])=[O:17])[CH:14]=1)[NH:11][C:10]([C:25]([O:27][CH2:28][CH3:29])=[O:26])=[CH:9]2.Br[CH2:31][CH:32]1[CH2:34][CH2:33]1.C(=O)([O-])[O-].[K+].[K+].CN(C)C=O. The catalyst is C(OCC)(=O)C.[Cl-].[Na+].O. The product is [CH:32]1([CH2:31][N:15]([S:16]([C:19]2[CH:24]=[CH:23][CH:22]=[CH:21][N:20]=2)(=[O:17])=[O:18])[C:13]2[CH:14]=[C:6]([O:5][CH2:4][CH2:3][O:2][CH3:1])[CH:7]=[C:8]3[C:12]=2[NH:11][C:10]([C:25]([O:27][CH2:28][CH3:29])=[O:26])=[CH:9]3)[CH2:34][CH2:33]1. The yield is 0.640. (2) The reactants are [F:1][C:2]1[CH:7]=[CH:6][C:5]([C:8]2[N:17]=[C:16]([C:18](O)=[O:19])[C:15]3[C:10](=[CH:11][CH:12]=[CH:13][CH:14]=3)[N:9]=2)=[CH:4][CH:3]=1.Cl.[CH3:22][O:23][C:24]1[CH:33]=[CH:32][CH:31]=[C:30]2[C:25]=1[CH2:26][CH2:27][NH:28][CH2:29]2. No catalyst specified. The product is [F:1][C:2]1[CH:3]=[CH:4][C:5]([C:8]2[N:17]=[C:16]([C:18]([N:28]3[CH2:27][CH2:26][C:25]4[C:30](=[CH:31][CH:32]=[CH:33][C:24]=4[O:23][CH3:22])[CH2:29]3)=[O:19])[C:15]3[C:10](=[CH:11][CH:12]=[CH:13][CH:14]=3)[N:9]=2)=[CH:6][CH:7]=1. The yield is 0.237. (3) The reactants are [CH2:1]([N:3]([CH2:19][CH3:20])[CH2:4][CH2:5][N:6]1[CH2:11][CH2:10][C:9]2[NH:12][C:13]([CH:16]=O)=[C:14]([CH3:15])[C:8]=2[C:7]1=[O:18])[CH3:2].[O:21]=[C:22]1[CH2:30][C:29]2[C:24](=[CH:25][CH:26]=[C:27]([NH:31][CH:32]=[O:33])[CH:28]=2)[NH:23]1. No catalyst specified. The product is [CH2:1]([N:3]([CH2:19][CH3:20])[CH2:4][CH2:5][N:6]1[CH2:11][CH2:10][C:9]2[NH:12][C:13]([CH:16]=[C:30]3[C:29]4[C:24](=[CH:25][CH:26]=[C:27]([NH:31][CH:32]=[O:33])[CH:28]=4)[NH:23][C:22]3=[O:21])=[C:14]([CH3:15])[C:8]=2[C:7]1=[O:18])[CH3:2]. The yield is 0.806. (4) The reactants are [Cl:1][C:2]1[CH:7]=[CH:6][C:5]([C:8]2[N:12]=[C:11]([CH2:13]O)[S:10][N:9]=2)=[C:4]([O:15][CH3:16])[CH:3]=1.P(Br)(Br)[Br:18].O. The catalyst is C1(C)C=CC=CC=1. The product is [Br:18][CH2:13][C:11]1[S:10][N:9]=[C:8]([C:5]2[CH:6]=[CH:7][C:2]([Cl:1])=[CH:3][C:4]=2[O:15][CH3:16])[N:12]=1. The yield is 0.640. (5) The reactants are [N:1]1[C:2]([C:10]([OH:12])=O)=[CH:3][N:4]2[CH:9]=[CH:8][CH:7]=[CH:6][C:5]=12.[Cl:13][C:14]1[CH:23]=[C:22]2[C:17]([C:18]([N:24]3[CH2:29][CH2:28][N:27]([CH2:30][CH2:31][CH2:32][CH2:33][NH2:34])[CH2:26][CH2:25]3)=[CH:19][CH:20]=[N:21]2)=[CH:16][CH:15]=1. The catalyst is C(Cl)(Cl)Cl.CO. The product is [Cl:13][C:14]1[CH:23]=[C:22]2[C:17]([C:18]([N:24]3[CH2:25][CH2:26][N:27]([CH2:30][CH2:31][CH2:32][CH2:33][NH:34][C:10]([C:2]4[N:1]=[C:5]5[CH:6]=[CH:7][CH:8]=[CH:9][N:4]5[CH:3]=4)=[O:12])[CH2:28][CH2:29]3)=[CH:19][CH:20]=[N:21]2)=[CH:16][CH:15]=1. The yield is 0.280. (6) The reactants are [NH2:1][C:2]1[CH:7]=[CH:6][C:5]([C:8]#[C:9][C:10]2[C:11]([C:15]3[CH:20]=[C:19]([Cl:21])[CH:18]=[CH:17][C:16]=3[OH:22])=[N:12][NH:13][CH:14]=2)=[CH:4][CH:3]=1.[C:23]([N:30]1[CH2:35][CH2:34][CH2:33][CH2:32][C@H:31]1[C:36](O)=[O:37])([O:25][C:26]([CH3:29])([CH3:28])[CH3:27])=[O:24].C(N=C=NC(C)C)(C)C.O[Li].O.C(O)(=O)C. The catalyst is ClCCl.O.C(OCC)(=O)C. The product is [C:26]([O:25][C:23]([N:30]1[CH2:35][CH2:34][CH2:33][CH2:32][C@H:31]1[C:36](=[O:37])[NH:1][C:2]1[CH:7]=[CH:6][C:5]([C:8]#[C:9][C:10]2[C:11]([C:15]3[CH:20]=[C:19]([Cl:21])[CH:18]=[CH:17][C:16]=3[OH:22])=[N:12][NH:13][CH:14]=2)=[CH:4][CH:3]=1)=[O:24])([CH3:29])([CH3:28])[CH3:27]. The yield is 0.572.